From a dataset of Reaction yield outcomes from USPTO patents with 853,638 reactions. Predict the reaction yield, written as a fraction of the theoretical maximum amount of product (1.0 means a 100% yield; for example, 0.34 means a 34% yield). (1) The reactants are [H-].[H-].[H-].[H-].[Li+].[Al+3].[C:7](O)(=[O:15])[CH2:8]/[CH:9]=[CH:10]/[CH2:11][CH2:12][CH2:13][CH3:14].O.[OH-].[Na+]. The catalyst is C1COCC1. The product is [CH2:7]([OH:15])[CH2:8]/[CH:9]=[CH:10]/[CH2:11][CH2:12][CH2:13][CH3:14]. The yield is 0.760. (2) The reactants are [CH3:1][C@:2]12[C:10]([C:11]3([CH2:14][C:15]#[C:16][C:17]([OH:20])([CH3:19])[CH3:18])[CH2:13][CH2:12]3)=[CH:9][CH2:8][C@H:7]1[C@@H:6]([OH:21])[CH2:5][CH2:4][CH2:3]2.C(OCC)(=O)C.CCCCCC.N1C2C(=CC=CC=2)C=CC=1. The catalyst is [Pd].CC([O-])=O.CC([O-])=O.[Pb+2].C(O)C. The product is [CH3:1][C@:2]12[C:10]([C:11]3([CH2:14]/[CH:15]=[CH:16]\[C:17]([OH:20])([CH3:18])[CH3:19])[CH2:12][CH2:13]3)=[CH:9][CH2:8][C@H:7]1[C@@H:6]([OH:21])[CH2:5][CH2:4][CH2:3]2. The yield is 0.880.